Dataset: Catalyst prediction with 721,799 reactions and 888 catalyst types from USPTO. Task: Predict which catalyst facilitates the given reaction. Reactant: [N:1]([CH:4]([C:6]1[C:15]([C:16]2[CH:21]=[CH:20][CH:19]=[CH:18][C:17]=2[F:22])=[C:14]2[C:9]([CH:10]=[CH:11][CH:12]=[N:13]2)=[CH:8][CH:7]=1)[CH3:5])=[N+]=[N-].CP(C)C.C(OCC)(=O)C. Product: [F:22][C:17]1[CH:18]=[CH:19][CH:20]=[CH:21][C:16]=1[C:15]1[C:6]([CH:4]([NH2:1])[CH3:5])=[CH:7][CH:8]=[C:9]2[C:14]=1[N:13]=[CH:12][CH:11]=[CH:10]2. The catalyst class is: 30.